From a dataset of Catalyst prediction with 721,799 reactions and 888 catalyst types from USPTO. Predict which catalyst facilitates the given reaction. (1) Reactant: [NH2:1][C:2]1[CH:7]=[CH:6][C:5]([CH3:8])=[CH:4][C:3]=1[S:9]([NH2:12])(=[O:11])=[O:10].[Br:13][C:14]1[CH:15]=[C:16]([S:20](Cl)(=[O:22])=[O:21])[CH:17]=[CH:18][CH:19]=1. Product: [Br:13][C:14]1[CH:15]=[C:16]([S:20]([NH:1][C:2]2[CH:7]=[CH:6][C:5]([CH3:8])=[CH:4][C:3]=2[S:9]([NH2:12])(=[O:10])=[O:11])(=[O:22])=[O:21])[CH:17]=[CH:18][CH:19]=1. The catalyst class is: 17. (2) Reactant: [NH2:1][C:2]1[C:7]([N+:8]([O-:10])=[O:9])=[C:6]([N:11]([CH2:17][C:18]2[CH:23]=[CH:22][C:21]([CH2:24][P:25]([O:30][CH2:31][CH3:32])([O:27][CH2:28][CH3:29])=[O:26])=[CH:20][CH:19]=2)[C:12](=[O:16])[O:13][CH2:14][CH3:15])[CH:5]=[C:4](Br)[N:3]=1.[H-].[Na+].[CH3:36][O:37][CH2:38][CH2:39][OH:40]. Product: [NH2:1][C:2]1[C:7]([N+:8]([O-:10])=[O:9])=[C:6]([N:11]([CH2:17][C:18]2[CH:23]=[CH:22][C:21]([CH2:24][P:25]([O:30][CH2:31][CH3:32])([O:27][CH2:28][CH3:29])=[O:26])=[CH:20][CH:19]=2)[C:12](=[O:16])[O:13][CH2:14][CH3:15])[CH:5]=[C:4]([O:40][CH2:39][CH2:38][O:37][CH3:36])[N:3]=1. The catalyst class is: 1. (3) Product: [CH3:17][O:18][C:19]1[CH:24]=[C:23]([O:25][CH3:26])[CH:22]=[CH:21][C:20]=1[CH2:27][NH:28][C:3]1[NH:12][CH2:11][C:10]2[C:5](=[CH:6][C:7]([C:13]([O:15][CH3:16])=[O:14])=[CH:8][CH:9]=2)[N:4]=1. The catalyst class is: 218. Reactant: CS[C:3]1[NH:12][CH2:11][C:10]2[C:5](=[CH:6][C:7]([C:13]([O:15][CH3:16])=[O:14])=[CH:8][CH:9]=2)[N:4]=1.[CH3:17][O:18][C:19]1[CH:24]=[C:23]([O:25][CH3:26])[CH:22]=[CH:21][C:20]=1[CH2:27][NH2:28]. (4) Reactant: Cl[C:2]1[CH:7]=[CH:6][N:5]=[C:4]([NH2:8])[C:3]=1[I:9].[F:10][C:11]1[CH:16]=[CH:15][C:14]([F:17])=[CH:13][C:12]=1[OH:18].C1CCN2C(=NCCC2)CC1.[OH-].[Na+]. Product: [F:10][C:11]1[CH:16]=[CH:15][C:14]([F:17])=[CH:13][C:12]=1[O:18][C:2]1[CH:7]=[CH:6][N:5]=[C:4]([NH2:8])[C:3]=1[I:9]. The catalyst class is: 37. (5) The catalyst class is: 85. Reactant: [Cl:1][C:2]1[N:6]2[CH:7]=[C:8]([C:15]3[CH:16]=[N:17][NH:18][CH:19]=3)[CH:9]=[C:10]([C:11]([F:14])([F:13])[F:12])[C:5]2=[N:4][C:3]=1[C:20]([OH:22])=O.[NH:23]1[CH2:28][CH2:27][CH:26]([N:29]2[CH2:33][CH2:32][NH:31][C:30]2=[O:34])[CH2:25][CH2:24]1.CCN(C(C)C)C(C)C.CN(C(ON1N=NC2C=CC=NC1=2)=[N+](C)C)C.F[P-](F)(F)(F)(F)F. Product: [Cl:1][C:2]1[N:6]2[CH:7]=[C:8]([C:15]3[CH:16]=[N:17][NH:18][CH:19]=3)[CH:9]=[C:10]([C:11]([F:12])([F:14])[F:13])[C:5]2=[N:4][C:3]=1[C:20]([N:23]1[CH2:24][CH2:25][CH:26]([N:29]2[CH2:33][CH2:32][NH:31][C:30]2=[O:34])[CH2:27][CH2:28]1)=[O:22].